Dataset: Peptide-MHC class II binding affinity with 134,281 pairs from IEDB. Task: Regression. Given a peptide amino acid sequence and an MHC pseudo amino acid sequence, predict their binding affinity value. This is MHC class II binding data. The peptide sequence is TVTVFKIPKKASEGA. The binding affinity (normalized) is 0.285. The MHC is HLA-DQA10101-DQB10501 with pseudo-sequence HLA-DQA10101-DQB10501.